This data is from Full USPTO retrosynthesis dataset with 1.9M reactions from patents (1976-2016). The task is: Predict the reactants needed to synthesize the given product. Given the product [Br:27][C:28]1[S:29][CH:30]=[C:31]([CH2:33][O:1][N:2]=[C:3]([C:13]2[N:17]([CH3:18])[N:16]=[N:15][N:14]=2)[C:4]2[CH:5]=[C:6]([CH:10]=[CH:11][CH:12]=2)[N:7]([CH3:9])[CH3:8])[N:32]=1, predict the reactants needed to synthesize it. The reactants are: [OH:1][N:2]=[C:3]([C:13]1[N:17]([CH3:18])[N:16]=[N:15][N:14]=1)[C:4]1[CH:5]=[C:6]([CH:10]=[CH:11][CH:12]=1)[N:7]([CH3:9])[CH3:8].C(=O)([O-])[O-].[Cs+].[Cs+].[I-].[K+].[Br:27][C:28]1[S:29][CH:30]=[C:31]([CH2:33]Br)[N:32]=1.